This data is from Retrosynthesis with 50K atom-mapped reactions and 10 reaction types from USPTO. The task is: Predict the reactants needed to synthesize the given product. (1) Given the product Cc1cc(-c2c3ccccc3c(Br)c3sc(C)c(C)c23)cc(C)c1OS(=O)(=O)c1ccc(C(=O)OC(C)(C)C)c(OC(=O)Cc2ccccc2)c1, predict the reactants needed to synthesize it. The reactants are: Cc1cc(-c2c3ccccc3c(Br)c3sc(C)c(C)c23)cc(C)c1OS(=O)(=O)c1ccc(C(=O)OC(C)(C)C)c(O)c1.O=C(Cl)Cc1ccccc1. (2) Given the product CCC(O)c1ccc(Br)nc1, predict the reactants needed to synthesize it. The reactants are: CC[Mg+].O=Cc1ccc(Br)nc1. (3) Given the product N#CC(C#N)Cc1cccc(Cl)c1Cl, predict the reactants needed to synthesize it. The reactants are: N#CC(C#N)=Cc1cccc(Cl)c1Cl. (4) Given the product CCn1c(-c2ccccc2)c(-c2ccccc2)n(CCCCCCC(=O)O)c1=O, predict the reactants needed to synthesize it. The reactants are: CCOC(=O)CCCCCCn1c(-c2ccccc2)c(-c2ccccc2)n(CC)c1=O. (5) Given the product O=C(CCSC1c2ccccc2COc2ccc(OCc3ccc4ccccc4n3)cc21)Nc1nnn[nH]1, predict the reactants needed to synthesize it. The reactants are: Nc1nnn[nH]1.O=C(O)CCSC1c2ccccc2COc2ccc(OCc3ccc4ccccc4n3)cc21.